From a dataset of CYP3A4 inhibition data for predicting drug metabolism from PubChem BioAssay. Regression/Classification. Given a drug SMILES string, predict its absorption, distribution, metabolism, or excretion properties. Task type varies by dataset: regression for continuous measurements (e.g., permeability, clearance, half-life) or binary classification for categorical outcomes (e.g., BBB penetration, CYP inhibition). Dataset: cyp3a4_veith. (1) The compound is Nc1ncnc2c1nc(-c1ccccc1)n2[C@H]1O[C@@H](CO)[C@@H](O)[C@H]1O. The result is 0 (non-inhibitor). (2) The compound is C/C=C\C1=C(CO)[C@H](O)[C@H]2O[C@H]2[C@@H]1O. The result is 0 (non-inhibitor). (3) The compound is CCCCCCCCCCCCCCSCC(=O)O. The result is 0 (non-inhibitor). (4) The molecule is N[C@@H](C(=O)O)c1ccc(C(=O)O)c(O)c1. The result is 0 (non-inhibitor). (5) The drug is Cc1ccc(C)n1C(Cc1ccccc1)C(=O)O. The result is 0 (non-inhibitor). (6) The compound is CN1CCN(CC(=O)Nc2cccc3ccccc23)CC1. The result is 0 (non-inhibitor). (7) The result is 0 (non-inhibitor). The compound is O=C1/C(=N\O)Cc2ccccc21. (8) The molecule is COc1ccc(C(=O)Nc2cc(Cl)ccc2OC(=O)c2ccc(OC)cc2)cc1. The result is 1 (inhibitor).